Dataset: Reaction yield outcomes from USPTO patents with 853,638 reactions. Task: Predict the reaction yield, written as a fraction of the theoretical maximum amount of product (1.0 means a 100% yield; for example, 0.34 means a 34% yield). (1) The reactants are [C:1]([O:5][C:6](=[O:13])[N:7]([CH2:9][CH2:10][CH2:11][NH2:12])[CH3:8])([CH3:4])([CH3:3])[CH3:2].C(=O)([O-])[O-].[Na+].[Na+].Cl[C:21]([O:23][CH2:24][CH:25]1[C:37]2[CH:36]=[CH:35][CH:34]=[CH:33][C:32]=2[C:31]2[C:26]1=[CH:27][CH:28]=[CH:29][CH:30]=2)=[O:22]. The catalyst is O.O1CCOCC1. The product is [C:1]([O:5][C:6](=[O:13])[N:7]([CH2:9][CH2:10][CH2:11][NH:12][C:21]([O:23][CH2:24][CH:25]1[C:26]2[CH:27]=[CH:28][CH:29]=[CH:30][C:31]=2[C:32]2[C:37]1=[CH:36][CH:35]=[CH:34][CH:33]=2)=[O:22])[CH3:8])([CH3:4])([CH3:2])[CH3:3]. The yield is 0.770. (2) The reactants are [C:1]([O:5][C:6](=[O:20])[C:7]1[CH:12]=[CH:11][CH:10]=[C:9]([C:13]2[C:18]([CH3:19])=[CH:17][CH:16]=[CH:15][N:14]=2)[CH:8]=1)([CH3:4])([CH3:3])[CH3:2].NC(N)=[O:23].OO.C1(=O)OC(=O)C2=CC=CC=C12.[O-]S([O-])=O.[Na+].[Na+].C([O-])([O-])=O.[Na+].[Na+]. The catalyst is CCOC(C)=O.O. The product is [C:1]([O:5][C:6]([C:7]1[CH:8]=[C:9]([C:13]2[C:18]([CH3:19])=[CH:17][CH:16]=[CH:15][N+:14]=2[O-:23])[CH:10]=[CH:11][CH:12]=1)=[O:20])([CH3:4])([CH3:3])[CH3:2]. The yield is 0.950. (3) The reactants are Br[C:2]1[C:3]2[C:4]3[CH:18]=[CH:17][S:16][C:5]=3[C:6](=[O:15])[NH:7][C:8]=2[C:9]([CH3:14])=[CH:10][C:11]=1[O:12][CH3:13].CC1(C)C(C)(C)OB([C:27]2[CH:32]=[CH:31][C:30]([CH:33]([CH2:43][CH3:44])[CH2:34][NH:35][C:36](=[O:42])[O:37][C:38]([CH3:41])([CH3:40])[CH3:39])=[CH:29][CH:28]=2)O1. No catalyst specified. The product is [CH3:13][O:12][C:11]1[CH:10]=[C:9]([CH3:14])[C:8]2[NH:7][C:6](=[O:15])[C:5]3[S:16][CH:17]=[CH:18][C:4]=3[C:3]=2[C:2]=1[C:27]1[CH:28]=[CH:29][C:30]([CH:33]([CH2:43][CH3:44])[CH2:34][NH:35][C:36](=[O:42])[O:37][C:38]([CH3:39])([CH3:40])[CH3:41])=[CH:31][CH:32]=1. The yield is 0.330.